Dataset: Catalyst prediction with 721,799 reactions and 888 catalyst types from USPTO. Task: Predict which catalyst facilitates the given reaction. (1) Reactant: Cl.[CH3:2][O:3][CH2:4][C@H:5]([NH2:7])[CH3:6].N1C=CC=CC=1.[Cl:14][CH2:15][CH2:16][N:17]=[C:18]=[O:19]. Product: [Cl:14][CH2:15][CH2:16][NH:17][C:18]([NH:7][C@@H:5]([CH3:6])[CH2:4][O:3][CH3:2])=[O:19]. The catalyst class is: 1. (2) Reactant: [CH3:1][N:2]([CH2:4][C:5]1[CH:10]=[CH:9][C:8]([CH:11]2[CH:20]([C:21]3[CH:26]=[CH:25][C:24]([F:27])=[CH:23][CH:22]=3)[C:19](=O)[C:18]3[C:17]([C:29](OCC)=O)=[CH:16][C:15]([F:34])=[CH:14][C:13]=3[NH:12]2)=[CH:7][CH:6]=1)[CH3:3].[OH2:35].[NH2:36][NH2:37]. Product: [CH3:1][N:2]([CH2:4][C:5]1[CH:6]=[CH:7][C:8]([CH:11]2[NH:12][C:13]3[C:18]4[C:19](=[N:36][NH:37][C:29](=[O:35])[C:17]=4[CH:16]=[C:15]([F:34])[CH:14]=3)[CH:20]2[C:21]2[CH:26]=[CH:25][C:24]([F:27])=[CH:23][CH:22]=2)=[CH:9][CH:10]=1)[CH3:3]. The catalyst class is: 5. (3) Reactant: [I-].C([N:9]1[CH2:14][CH2:13][N:12]([C:15]2[CH:16]=[C:17]([CH2:36][CH3:37])[C:18]3[C:27]([CH:28]=2)=[S+:26][C:25]2[C:20](=[C:21]([CH3:35])[CH:22]=[C:23]([N:29]4[CH2:34][CH2:33][O:32][CH2:31][CH2:30]4)[CH:24]=2)[N:19]=3)[CH2:11][CH2:10]1)(OC(C)(C)C)=O.[F:38][C:39]([F:44])([F:43])[C:40]([OH:42])=[O:41]. The catalyst class is: 4. Product: [F:38][C:39]([F:44])([F:43])[C:40]([O-:42])=[O:41].[CH2:36]([C:17]1[C:18]2[C:27](=[S+:26][C:25]3[C:20]([N:19]=2)=[C:21]([CH3:35])[CH:22]=[C:23]([N:29]2[CH2:34][CH2:33][O:32][CH2:31][CH2:30]2)[CH:24]=3)[CH:28]=[C:15]([N:12]2[CH2:13][CH2:14][NH:9][CH2:10][CH2:11]2)[CH:16]=1)[CH3:37]. (4) Reactant: CN1CCOCC1.CN(C(ON1N=NC2C=CC=CC1=2)=[N+](C)C)C.[B-](F)(F)(F)F.[N:30]1[CH:35]=[C:34]([C:36]([OH:38])=O)[CH:33]=[N:32][CH:31]=1.[CH2:39]([O:47][C:48]([C@:50]1([NH2:55])[CH2:54][CH2:53][O:52][CH2:51]1)=[O:49])[CH2:40][C:41]1[CH:46]=[CH:45][CH:44]=[CH:43][CH:42]=1. Product: [CH2:39]([O:47][C:48]([C@:50]1([NH:55][C:36]([C:34]2[CH:33]=[N:32][CH:31]=[N:30][CH:35]=2)=[O:38])[CH2:54][CH2:53][O:52][CH2:51]1)=[O:49])[CH2:40][C:41]1[CH:42]=[CH:43][CH:44]=[CH:45][CH:46]=1. The catalyst class is: 3. (5) Reactant: Cl.[NH:2]1[CH2:7][CH2:6][C:5]([C:8]2[C:13]([F:14])=[CH:12][C:11]([N:15]3[CH2:19][C@H:18]([CH2:20][N:21]4[CH:25]=[CH:24][N:23]=[N:22]4)[O:17][C:16]3=[O:26])=[CH:10][C:9]=2[F:27])=[CH:4][CH2:3]1.C(=O)(O)[O-].[Na+].[C:33]([O:36][CH2:37][C:38](Cl)=[O:39])(=[O:35])[CH3:34]. Product: [C:33]([O:36][CH2:37][C:38]([N:2]1[CH2:7][CH2:6][C:5]([C:8]2[C:9]([F:27])=[CH:10][C:11]([N:15]3[CH2:19][C@H:18]([CH2:20][N:21]4[CH:25]=[CH:24][N:23]=[N:22]4)[O:17][C:16]3=[O:26])=[CH:12][C:13]=2[F:14])=[CH:4][CH2:3]1)=[O:39])(=[O:35])[CH3:34]. The catalyst class is: 95. (6) Reactant: C([O:5][P:6]([CH:13]([C:15]1[C:20]([CH3:21])=[CH:19][N:18]=[C:17]([CH3:22])[C:16]=1[O:23][CH2:24][C:25]1[CH:30]=[CH:29][CH:28]=[CH:27][CH:26]=1)[OH:14])(=[O:12])[O:7]C(C)(C)C)(C)(C)C. Product: [CH2:24]([O:23][C:16]1[C:17]([CH3:22])=[N:18][CH:19]=[C:20]([CH3:21])[C:15]=1[CH:13]([P:6](=[O:5])([OH:12])[OH:7])[OH:14])[C:25]1[CH:26]=[CH:27][CH:28]=[CH:29][CH:30]=1. The catalyst class is: 86.